Dataset: Forward reaction prediction with 1.9M reactions from USPTO patents (1976-2016). Task: Predict the product of the given reaction. (1) The product is: [CH3:8][C:9]1[C:18]2[C:13](=[C:14]([N+:19]([O-:21])=[O:20])[CH:15]=[CH:16][CH:17]=2)[CH:12]=[C:11]([NH:22][C:5](=[O:7])[CH3:6])[N:10]=1. Given the reactants C(O[C:5](=[O:7])[CH3:6])(=O)C.[CH3:8][C:9]1[C:18]2[C:13](=[C:14]([N+:19]([O-:21])=[O:20])[CH:15]=[CH:16][CH:17]=2)[CH:12]=[C:11]([NH2:22])[N:10]=1.C(N(CC)CC)C, predict the reaction product. (2) Given the reactants [OH:1][CH2:2][C:3]1[CH:8]=[CH:7][C:6]([NH:9][C:10](=[O:13])[CH:11]=[CH2:12])=[CH:5][CH:4]=1.[OH:14][C:15]([C:32]1[S:33][CH:34]=[CH:35][CH:36]=1)([C:27]1[S:28][CH:29]=[CH:30][CH:31]=1)[C:16]([O:18][C@H:19]1[CH2:24][CH2:23][C@H:22]([NH:25][CH3:26])[CH2:21][CH2:20]1)=[O:17], predict the reaction product. The product is: [OH:14][C:15]([C:27]1[S:28][CH:29]=[CH:30][CH:31]=1)([C:32]1[S:33][CH:34]=[CH:35][CH:36]=1)[C:16]([O:18][C@H:19]1[CH2:20][CH2:21][C@H:22]([N:25]([CH2:12][CH2:11][C:10]([NH:9][C:6]2[CH:5]=[CH:4][C:3]([CH2:2][OH:1])=[CH:8][CH:7]=2)=[O:13])[CH3:26])[CH2:23][CH2:24]1)=[O:17]. (3) Given the reactants [C:1]1([S:7]([N:10]2[C:14]3=[N:15][CH:16]=[C:17]([N+:20]([O-:22])=[O:21])[C:18](Cl)=[C:13]3[CH:12]=[CH:11]2)(=[O:9])=[O:8])[CH:6]=[CH:5][CH:4]=[CH:3][CH:2]=1.[C:23]([O:27][C:28]([N:30]1[CH2:34][CH2:33][C@@H:32]([NH2:35])[CH2:31]1)=[O:29])([CH3:26])([CH3:25])[CH3:24].C(N(C(C)C)CC)(C)C, predict the reaction product. The product is: [C:23]([O:27][C:28]([N:30]1[CH2:34][CH2:33][C@@H:32]([NH:35][C:18]2[C:17]([N+:20]([O-:22])=[O:21])=[CH:16][N:15]=[C:14]3[N:10]([S:7]([C:1]4[CH:6]=[CH:5][CH:4]=[CH:3][CH:2]=4)(=[O:9])=[O:8])[CH:11]=[CH:12][C:13]=23)[CH2:31]1)=[O:29])([CH3:26])([CH3:24])[CH3:25].